This data is from Forward reaction prediction with 1.9M reactions from USPTO patents (1976-2016). The task is: Predict the product of the given reaction. (1) Given the reactants [OH-].[Na+].[NH2:3][C:4]1[C:9]([F:10])=[C:8]([C:11]2[CH:16]=[CH:15][C:14]([I:17])=[C:13]([F:18])[C:12]=2[F:19])[N:7]=[C:6]([C:20]([O:22]C)=[O:21])[C:5]=1[Cl:24].Cl, predict the reaction product. The product is: [NH2:3][C:4]1[C:9]([F:10])=[C:8]([C:11]2[CH:16]=[CH:15][C:14]([I:17])=[C:13]([F:18])[C:12]=2[F:19])[N:7]=[C:6]([C:20]([OH:22])=[O:21])[C:5]=1[Cl:24]. (2) Given the reactants [O:1]([C:3]1[CH:8]=[CH:7][C:6]([C:9]2[N:18]=[C:17]([C:19]([OH:21])=O)[C:16]3[C:11](=[CH:12][CH:13]=[CH:14][CH:15]=3)[N:10]=2)=[CH:5][CH:4]=1)[CH3:2].Br.[OH:23][C:24]1[C:33]([OH:34])=[CH:32][CH:31]=[C:30]2[C:25]=1[CH2:26][CH2:27][NH:28][CH2:29]2, predict the reaction product. The product is: [O:1]([C:3]1[CH:8]=[CH:7][C:6]([C:9]2[N:18]=[C:17]([C:19]([N:28]3[CH2:27][CH2:26][C:25]4[C:30](=[CH:31][CH:32]=[C:33]([OH:34])[C:24]=4[OH:23])[CH2:29]3)=[O:21])[C:16]3[C:11](=[CH:12][CH:13]=[CH:14][CH:15]=3)[N:10]=2)=[CH:5][CH:4]=1)[CH3:2]. (3) Given the reactants [NH2:1][C:2]1[C:11]2[N:12]=[C:13]([CH2:20][CH3:21])[N:14]([CH2:15][C:16]([OH:19])([CH3:18])[CH3:17])[C:10]=2[C:9]2[CH:8]=[CH:7][C:6]([CH2:22][CH2:23][C:24]([OH:26])=O)=[CH:5][C:4]=2[N:3]=1.ON1C2C=CC=CC=2N=N1.CN(C)CCCN=C=NCC.[S:48]1[CH2:52][CH2:51][NH:50][CH2:49]1, predict the reaction product. The product is: [NH2:1][C:2]1[C:11]2[N:12]=[C:13]([CH2:20][CH3:21])[N:14]([CH2:15][C:16]([CH3:17])([OH:19])[CH3:18])[C:10]=2[C:9]2[CH:8]=[CH:7][C:6]([CH2:22][CH2:23][C:24](=[O:26])[N:50]3[CH2:51][CH2:52][S:48][CH2:49]3)=[CH:5][C:4]=2[N:3]=1. (4) Given the reactants C(N(C(C)C)C(C)C)C.[Cl:10][C:11]1[CH:16]=[CH:15][C:14]([C:17]2[NH:21][N:20]=[CH:19][C:18]=2[C:22]([OH:24])=O)=[CH:13][CH:12]=1.[CH3:25][CH:26]1[NH:30][CH2:29][C:28]([C:32]2[CH:37]=[CH:36][CH:35]=[CH:34][CH:33]=2)([OH:31])[CH2:27]1.CN(C(ON1N=NC2C=CC=CC1=2)=[N+](C)C)C.[B-](F)(F)(F)F, predict the reaction product. The product is: [Cl:10][C:11]1[CH:12]=[CH:13][C:14]([C:17]2[NH:21][N:20]=[CH:19][C:18]=2[C:22]([N:30]2[CH:26]([CH3:25])[CH2:27][C:28]([C:32]3[CH:37]=[CH:36][CH:35]=[CH:34][CH:33]=3)([OH:31])[CH2:29]2)=[O:24])=[CH:15][CH:16]=1. (5) The product is: [C:8]1([C:32]2[CH:37]=[CH:36][CH:35]=[CH:34][CH:33]=2)[CH:13]=[CH:12][CH:11]=[C:10]([CH2:14][CH2:15][C:16]([N:19]2[CH2:20][CH2:21][NH:22][CH2:23][CH2:24]2)([CH3:18])[CH3:17])[CH:9]=1. Given the reactants FC(F)(F)C(O)=O.[C:8]1([C:32]2[CH:37]=[CH:36][CH:35]=[CH:34][CH:33]=2)[CH:13]=[CH:12][CH:11]=[C:10]([CH2:14][CH2:15][C:16]([N:19]2[CH2:24][CH2:23][N:22](C(OC(C)(C)C)=O)[CH2:21][CH2:20]2)([CH3:18])[CH3:17])[CH:9]=1, predict the reaction product. (6) Given the reactants [Cl:1][C:2]1[CH:7]=[CH:6][CH:5]=[CH:4][C:3]=1[C:8]1[N:9]([C:17]2[CH:22]=[CH:21][C:20]([O:23][S:24]([CH2:27][CH2:28][C:29]([F:32])([F:31])[F:30])(=[O:26])=[O:25])=[CH:19][CH:18]=2)[C:10]([CH3:16])=[C:11]([C:13](O)=[O:14])[N:12]=1.C(Cl)(=O)C([Cl:36])=O, predict the reaction product. The product is: [F:31][C:29]([F:32])([F:30])[CH2:28][CH2:27][S:24]([O:23][C:20]1[CH:21]=[CH:22][C:17]([N:9]2[C:10]([CH3:16])=[C:11]([C:13]([Cl:36])=[O:14])[N:12]=[C:8]2[C:3]2[CH:4]=[CH:5][CH:6]=[CH:7][C:2]=2[Cl:1])=[CH:18][CH:19]=1)(=[O:25])=[O:26]. (7) Given the reactants [C:1]([C:5]1[C:6]([OH:16])=[C:7]([S:12]([NH2:15])(=[O:14])=[O:13])[CH:8]=[C:9]([CH3:11])[CH:10]=1)([CH3:4])([CH3:3])[CH3:2].[Cl:17][C:18]1[CH:23]=[C:22]([N+:24]([O-:26])=[O:25])[CH:21]=[CH:20][C:19]=1F, predict the reaction product. The product is: [C:1]([C:5]1[C:6]([OH:16])=[C:7]([S:12]([NH:15][C:19]2[CH:20]=[CH:21][C:22]([N+:24]([O-:26])=[O:25])=[CH:23][C:18]=2[Cl:17])(=[O:14])=[O:13])[CH:8]=[C:9]([CH3:11])[CH:10]=1)([CH3:4])([CH3:2])[CH3:3]. (8) Given the reactants Br[C:2]1[CH:3]=[C:4]([C:9]([OH:11])=O)[CH:5]=[N:6][C:7]=1Cl.[CH3:12][C:13]1([CH2:16][OH:17])[CH2:15][CH2:14]1.[Cl:18][C:19]1[CH:24]=[CH:23][C:22](B(O)O)=[CH:21][CH:20]=1.Cl.[NH2:29][CH2:30][C@H:31]1[CH2:36][CH2:35][CH2:34][CH2:33][C@H:32]1[OH:37], predict the reaction product. The product is: [Cl:18][C:19]1[CH:24]=[CH:23][C:22]([C:2]2[C:7]([O:17][CH2:16][C:13]3([CH3:12])[CH2:15][CH2:14]3)=[N:6][CH:5]=[C:4]([CH:3]=2)[C:9]([NH:29][CH2:30][CH:31]2[CH2:36][CH2:35][CH2:34][CH2:33][CH:32]2[OH:37])=[O:11])=[CH:21][CH:20]=1. (9) Given the reactants [N:1]1([C:6]2[CH:27]=[CH:26][C:9]([CH2:10][C:11]3[C:12]([CH:23]4[CH2:25][CH2:24]4)=[CH:13][C:14]([CH:21]=O)=[C:15]([CH:20]=3)[C:16](OC)=[O:17])=[CH:8][CH:7]=2)[CH:5]=[CH:4][CH:3]=[N:2]1.Cl.[NH2:29][C@@H:30]1[CH2:34][CH2:33][CH2:32][C@H:31]1[OH:35].C(N(CC)CC)C.S([O-])([O-])(=O)=O.[Mg+2], predict the reaction product. The product is: [CH:23]1([C:12]2[CH:13]=[C:14]3[C:15](=[CH:20][C:11]=2[CH2:10][C:9]2[CH:26]=[CH:27][C:6]([N:1]4[CH:5]=[CH:4][CH:3]=[N:2]4)=[CH:7][CH:8]=2)[C:16](=[O:17])[N:29]([C@@H:30]2[CH2:34][CH2:33][CH2:32][C@H:31]2[OH:35])[CH2:21]3)[CH2:24][CH2:25]1. (10) Given the reactants [I-].C[S+](C)(C)=O.[H-].[Na+].[Cl:9][C:10]1[C:18]2[N:17]=[CH:16][N:15]([CH2:19][C@H:20]3[CH2:25][CH2:24][CH2:23][C:22](=[O:26])[CH2:21]3)[C:14]=2[CH:13]=[C:12]([C:27]#[N:28])[CH:11]=1.Br[C:30]1C=C(Cl)C2N=CN(C[C@H]3CCCC(=O)C3)C=2C=1.[OH-].[Na+], predict the reaction product. The product is: [O:26]1[C@:22]2([CH2:23][CH2:24][CH2:25][C@H:20]([CH2:19][N:15]3[C:14]4[CH:13]=[C:12]([C:27]#[N:28])[CH:11]=[C:10]([Cl:9])[C:18]=4[N:17]=[CH:16]3)[CH2:21]2)[CH2:30]1.